From a dataset of Reaction yield outcomes from USPTO patents with 853,638 reactions. Predict the reaction yield, written as a fraction of the theoretical maximum amount of product (1.0 means a 100% yield; for example, 0.34 means a 34% yield). (1) The reactants are [NH2:1][C:2]1[CH:7]=[CH:6][C:5]([S:8][C:9]2[CH:14]=[CH:13][N:12]=[C:11]([NH:15][C:16]3[CH:21]=[CH:20][C:19]([N:22]4[CH2:27][CH2:26][O:25][CH2:24][CH2:23]4)=[CH:18][CH:17]=3)[N:10]=2)=[CH:4][CH:3]=1.[C:28]([CH2:30][C:31](O)=[O:32])#[N:29]. No catalyst specified. The product is [O:25]1[CH2:26][CH2:27][N:22]([C:19]2[CH:18]=[CH:17][C:16]([NH:15][C:11]3[N:10]=[C:9]([S:8][C:5]4[CH:6]=[CH:7][C:2]([NH:1][C:31](=[O:32])[CH2:30][C:28]#[N:29])=[CH:3][CH:4]=4)[CH:14]=[CH:13][N:12]=3)=[CH:21][CH:20]=2)[CH2:23][CH2:24]1. The yield is 0.680. (2) The product is [F:1][C:2]1[CH:3]=[C:4]([CH2:9][S:10]([NH:13][C:14]2[N:15]=[N:16][C:17]([S:24][CH3:23])=[CH:18][C:19]=2[O:20][CH3:21])(=[O:12])=[O:11])[CH:5]=[CH:6][C:7]=1[F:8]. The reactants are [F:1][C:2]1[CH:3]=[C:4]([CH2:9][S:10]([NH:13][C:14]2[N:15]=[N:16][C:17](I)=[CH:18][C:19]=2[O:20][CH3:21])(=[O:12])=[O:11])[CH:5]=[CH:6][C:7]=1[F:8].[CH3:23][S-:24].[Na+].CC1(C)C2C=CC=C(P(C3C=CC=CC=3)C3C=CC=CC=3)C=2OC2C1=CC=CC=2P(C1C=CC=CC=1)C1C=CC=CC=1.CCN(C(C)C)C(C)C. The yield is 0.990. The catalyst is O1CCOCC1. (3) The reactants are [Br:1][C:2]1[CH:7]=[CH:6][C:5]([CH2:8][C:9]([C:24]2[CH:29]=[CH:28][CH:27]=[C:26]([O:30][C:31]([F:34])([F:33])[F:32])[CH:25]=2)([C:13]2[CH:18]=[CH:17][CH:16]=[C:15]([O:19][C:20]([F:23])([F:22])[F:21])[CH:14]=2)C(O)=O)=[CH:4][CH:3]=1.C1(P(N=[N+]=[N-])(C2C=CC=CC=2)=[O:42])C=CC=CC=1.C([N:54]([CH2:57]C)CC)C.[F:59][C:60]([F:64])([F:63])[CH2:61][NH2:62]. The catalyst is C1(C)C=CC=CC=1.CCOC(C)=O.CO.O. The product is [Br:1][C:2]1[CH:3]=[CH:4][C:5]([CH2:8][C:9]([NH:54][C:57]([NH:62][CH2:61][C:60]([F:64])([F:63])[F:59])=[O:42])([C:24]2[CH:29]=[CH:28][CH:27]=[C:26]([O:30][C:31]([F:34])([F:32])[F:33])[CH:25]=2)[C:13]2[CH:18]=[CH:17][CH:16]=[C:15]([O:19][C:20]([F:23])([F:22])[F:21])[CH:14]=2)=[CH:6][CH:7]=1. The yield is 0.650. (4) The reactants are [N:1]1[CH:6]=[CH:5][CH:4]=[C:3](/[CH:7]=[CH:8]/[C:9]2[C:17]3[C:12](=[CH:13][C:14]([C:18]#N)=[CH:15][CH:16]=3)[NH:11][N:10]=2)[CH:2]=1.CC(O)=[O:22].CN(C=O)C.[PH2]([O-])=O.[Na+]. The catalyst is N1C=CC=CC=1.O.[Ni]. The product is [N:1]1[CH:6]=[CH:5][CH:4]=[C:3](/[CH:7]=[CH:8]/[C:9]2[C:17]3[C:12](=[CH:13][C:14]([CH:18]=[O:22])=[CH:15][CH:16]=3)[NH:11][N:10]=2)[CH:2]=1. The yield is 0.500. (5) The reactants are [S:1]1[CH:5]=[CH:4][CH:3]=[C:2]1[C:6](Cl)=[O:7].[CH3:9][N:10]1[C:19]2[C:14](=[CH:15][C:16]([CH3:20])=[CH:17][CH:18]=2)[C:13]([N:21]2[CH2:26][CH2:25][NH:24][CH2:23][CH2:22]2)=[C:12]([C:27]#[N:28])[C:11]1=[O:29]. The catalyst is N1C=CC=CC=1. The product is [CH3:9][N:10]1[C:19]2[C:14](=[CH:15][C:16]([CH3:20])=[CH:17][CH:18]=2)[C:13]([N:21]2[CH2:26][CH2:25][N:24]([C:6]([C:2]3[S:1][CH:5]=[CH:4][CH:3]=3)=[O:7])[CH2:23][CH2:22]2)=[C:12]([C:27]#[N:28])[C:11]1=[O:29]. The yield is 0.700.